From a dataset of Reaction yield outcomes from USPTO patents with 853,638 reactions. Predict the reaction yield, written as a fraction of the theoretical maximum amount of product (1.0 means a 100% yield; for example, 0.34 means a 34% yield). The reactants are [NH2:1][C:2]1[CH:7]=[CH:6][CH:5]=[CH:4][C:3]=1[NH:8][C:9](=[O:11])[CH3:10].Br[C:13]1[C:14]([CH3:23])=[C:15]([CH:20]=[CH:21][CH:22]=1)[C:16]([O:18][CH3:19])=[O:17].C1(P(C2C=CC=CC=2)C2C3OC4C(=CC=CC=4P(C4C=CC=CC=4)C4C=CC=CC=4)C(C)(C)C=3C=CC=2)C=CC=CC=1.C(=O)([O-])[O-].[Cs+].[Cs+]. The catalyst is C1(C)C=CC=CC=1.O.C1C=CC(/C=C/C(/C=C/C2C=CC=CC=2)=O)=CC=1.C1C=CC(/C=C/C(/C=C/C2C=CC=CC=2)=O)=CC=1.C1C=CC(/C=C/C(/C=C/C2C=CC=CC=2)=O)=CC=1.[Pd].[Pd]. The product is [C:9]([NH:8][C:3]1[CH:4]=[CH:5][CH:6]=[CH:7][C:2]=1[NH:1][C:13]1[C:14]([CH3:23])=[C:15]([CH:20]=[CH:21][CH:22]=1)[C:16]([O:18][CH3:19])=[O:17])(=[O:11])[CH3:10]. The yield is 0.270.